This data is from Full USPTO retrosynthesis dataset with 1.9M reactions from patents (1976-2016). The task is: Predict the reactants needed to synthesize the given product. (1) Given the product [CH3:21][O:20][C:17]1[N:16]=[C:15]2[C:4]3([CH2:12][O:13][C:14]2=[CH:19][CH:18]=1)[C:3]1[C:7](=[CH:8][CH:9]=[CH:10][CH:2]=1)[N:6]([CH2:30][C:28]1[CH:27]=[CH:26][CH:25]=[CH:24][N:29]=1)[C:5]3=[O:11], predict the reactants needed to synthesize it. The reactants are: Br[C:2]1[CH:10]=[CH:9][CH:8]=[C:7]2[C:3]=1[C:4]1([C:15]3=[N:16][C:17]([O:20][CH3:21])=[CH:18][CH:19]=[C:14]3[O:13][CH2:12]1)[C:5](=[O:11])[NH:6]2.CO[C:24]1[N:29]=[C:28]2[C:30]3(CO[C:27]2=[CH:26][CH:25]=1)C1C(=CC=CC=1)NC3=O.ClCC1N=C(C(C)C)SC=1.BrCC1C=CC=CN=1. (2) Given the product [CH:16]1([CH2:15][O:20][C:17]2[CH:6]=[C:5]([CH:9]([NH2:26])[CH3:10])[CH:4]=[CH:3][C:2]=2[F:1])[CH2:14][CH2:13]1, predict the reactants needed to synthesize it. The reactants are: [F:1][C:2]1[CH:10]=[CH:9][C:5]([C:6](O)=O)=[CH:4][C:3]=1O.Cl[CH2:13][CH:14]1[CH2:16][CH2:15]1.[C:17](=[O:20])([O-])[O-].[K+].[K+].[I-].[K+].C[N:26](C=O)C. (3) Given the product [Br:13][C:14]1[CH:20]=[CH:19][C:17](/[N:12]=[C:5](/[O:4][CH2:2][CH3:3])\[CH2:6][C:7]([O:9][CH2:10][CH3:11])=[O:8])=[CH:16][C:15]=1[O:21][CH3:22], predict the reactants needed to synthesize it. The reactants are: Cl.[CH2:2]([O:4][C:5](=[NH:12])[CH2:6][C:7]([O:9][CH2:10][CH3:11])=[O:8])[CH3:3].[Br:13][C:14]1[CH:20]=[CH:19][C:17](N)=[CH:16][C:15]=1[O:21][CH3:22]. (4) The reactants are: [B:1]([OH:4])([OH:3])[OH:2].[OH:5][CH2:6][C@@H:7]([C@H:9]([C@@H:11]([C@@H:13]([CH2:15][OH:16])[OH:14])[OH:12])[OH:10])[OH:8].[C:17]([NH2:26])(=[O:25])[C:18]1[C:19](=[CH:21][CH:22]=[CH:23][CH:24]=1)[OH:20]. Given the product [C:17]([NH2:26])(=[O:25])[C:18]1[C:19](=[CH:21][CH:22]=[CH:23][CH:24]=1)[OH:20].[B:1]([OH:4])([OH:3])[OH:2].[OH:16][CH2:15][C@@H:13]([C@H:11]([C@@H:9]([C@@H:7]([CH2:6][OH:5])[OH:8])[OH:10])[OH:12])[OH:14], predict the reactants needed to synthesize it. (5) Given the product [C:10]([C:2]1[O:1][C:5]2[CH:6]=[CH:7][CH:8]=[CH:9][C:4]=2[CH:3]=1)#[CH:11], predict the reactants needed to synthesize it. The reactants are: [O:1]1[C:5]2[CH:6]=[CH:7][CH:8]=[CH:9][C:4]=2[CH:3]=[C:2]1[C:10]#[C:11][Si](C)(C)C.C(=O)([O-])[O-].[K+].[K+].O.